Dataset: Full USPTO retrosynthesis dataset with 1.9M reactions from patents (1976-2016). Task: Predict the reactants needed to synthesize the given product. (1) Given the product [Br:1][C:2]1[CH:7]=[CH:6][C:5]([O:8][Si:18]([CH:25]([CH3:27])[CH3:26])([CH:22]([CH3:24])[CH3:23])[CH:19]([CH3:21])[CH3:20])=[CH:4][C:3]=1[CH:9]([CH3:11])[CH3:10], predict the reactants needed to synthesize it. The reactants are: [Br:1][C:2]1[CH:7]=[CH:6][C:5]([OH:8])=[CH:4][C:3]=1[CH:9]([CH3:11])[CH3:10].N1C=CN=C1.Cl[Si:18]([CH:25]([CH3:27])[CH3:26])([CH:22]([CH3:24])[CH3:23])[CH:19]([CH3:21])[CH3:20]. (2) Given the product [CH2:26]([O:28][CH2:29][CH2:30][N:31]1[C:35]2[CH:36]=[CH:37][CH:38]=[CH:39][C:34]=2[N:33]=[CH:32]1)[CH3:27], predict the reactants needed to synthesize it. The reactants are: ClCCC1C=CC(C(C2OCC(C)(C)N=2)(C)C)=CC=1.C(=O)([O-])[O-].[Na+].[Na+].[CH2:26]([O:28][CH2:29][CH2:30][N:31]1[C:35]2[CH:36]=[CH:37][CH:38]=[CH:39][C:34]=2[N:33]=[C:32]1C1CCNCC1)[CH3:27]. (3) Given the product [CH3:29][N:25]1[C:26]([CH3:28])=[CH:27][C:23]([CH2:22][N:15]2[CH2:16][C:17](=[O:18])[N:13]([C:11]3[CH:10]=[N:9][N:8]([CH2:7][C:6]4[C:2]([CH3:1])=[N:3][O:4][C:5]=4[CH3:20])[CH:12]=3)[C:14]2=[O:19])=[N:24]1, predict the reactants needed to synthesize it. The reactants are: [CH3:1][C:2]1[C:6]([CH2:7][N:8]2[CH:12]=[C:11]([N:13]3[C:17](=[O:18])[CH2:16][NH:15][C:14]3=[O:19])[CH:10]=[N:9]2)=[C:5]([CH3:20])[O:4][N:3]=1.Br[CH2:22][C:23]1[CH:27]=[C:26]([CH3:28])[N:25]([CH3:29])[N:24]=1. (4) The reactants are: [C:1](=[S:9])([NH2:8])[C:2]1[CH:7]=[CH:6][CH:5]=[CH:4][CH:3]=1.Br[CH2:11][C:12](=O)[C:13]([O:15][CH3:16])=[O:14]. Given the product [C:2]1([C:1]2[S:9][CH:11]=[C:12]([C:13]([O:15][CH3:16])=[O:14])[N:8]=2)[CH:7]=[CH:6][CH:5]=[CH:4][CH:3]=1, predict the reactants needed to synthesize it. (5) Given the product [CH:12]1([N:8]2[C:9]3[C:4](=[CH:3][C:2]([C:32]4[CH:33]=[N:34][C:29]([NH:28][C:27]([NH:26][CH2:24][CH3:25])=[O:47])=[CH:30][C:31]=4[C:38]4[S:39][CH:40]=[C:41]([C:43]([F:46])([F:44])[F:45])[N:42]=4)=[N:11][CH:10]=3)[C:5](=[O:23])[C:6]([C:18]([OH:20])=[O:19])=[CH:7]2)[CH2:17][CH2:16][CH2:15][CH2:14][CH2:13]1, predict the reactants needed to synthesize it. The reactants are: Br[C:2]1[CH:3]=[C:4]2[C:9](=[CH:10][N:11]=1)[N:8]([CH:12]1[CH2:17][CH2:16][CH2:15][CH2:14][CH2:13]1)[CH:7]=[C:6]([C:18]([O:20]CC)=[O:19])[C:5]2=[O:23].[CH2:24]([NH:26][C:27](=[O:47])[NH:28][C:29]1[N:34]=[CH:33][C:32](B(O)O)=[C:31]([C:38]2[S:39][CH:40]=[C:41]([C:43]([F:46])([F:45])[F:44])[N:42]=2)[CH:30]=1)[CH3:25].C(=O)([O-])[O-].[Cs+].[Cs+].[OH-].[Li+].Cl. (6) Given the product [CH3:22][C@@:21]12[C@@H:13]([C@@H:5]([CH2:6][CH2:7][CH2:8][C:9]([CH3:11])([O:12][Si:35]([CH3:39])([CH3:37])[CH3:33])[CH3:10])[CH2:4][CH2:3][C@@H:2]([O:1][Si:35]([CH3:39])([CH3:37])[CH3:33])[C:24]([CH3:26])([O:27][Si:35]([CH3:39])([CH3:37])[CH3:33])[CH3:25])[CH2:14][CH2:15][C@H:16]1[C:17](=[O:23])[CH2:18][CH2:19][CH2:20]2, predict the reactants needed to synthesize it. The reactants are: [OH:1][C@@H:2]([C:24]([OH:27])([CH3:26])[CH3:25])[CH2:3][CH2:4][C@@H:5]([C@@H:13]1[C@:21]2([CH3:22])[C@H:16]([C:17](=[O:23])[CH2:18][CH2:19][CH2:20]2)[CH2:15][CH2:14]1)[CH2:6][CH2:7][CH2:8][C:9]([OH:12])([CH3:11])[CH3:10].N1C=CN=C1.[CH2:33]([Si:35]([CH2:39]C)([CH2:37]C)Cl)C.CN(C)C=O.